Dataset: Forward reaction prediction with 1.9M reactions from USPTO patents (1976-2016). Task: Predict the product of the given reaction. (1) Given the reactants Cl[C:2]1[CH:11]=[CH:10][C:9]2[C:4](=[CH:5][CH:6]=[CH:7][N:8]=2)[N:3]=1.[CH2:12]([Sn](CCCC)(CCCC)C=C)[CH2:13]CC, predict the reaction product. The product is: [CH:12]([C:2]1[CH:11]=[CH:10][C:9]2[C:4](=[CH:5][CH:6]=[CH:7][N:8]=2)[N:3]=1)=[CH2:13]. (2) Given the reactants Cl.[NH2:2][C@H:3]1[CH2:8][CH2:7][C@H:6]([NH:9][C:10]([C:12]2[C:16]3[N:17]=[CH:18][N:19]=[C:20]([C:21]4[CH:26]=[C:25]([CH:27]([F:29])[F:28])[CH:24]=[CH:23][C:22]=4[O:30][CH2:31][CH:32]4[CH2:34][CH2:33]4)[C:15]=3[NH:14][C:13]=2[CH3:35])=[O:11])[CH2:5][C@@H:4]1[CH3:36].[C:37](Cl)(=[O:39])[CH3:38], predict the reaction product. The product is: [C:37]([NH:2][C@H:3]1[CH2:8][CH2:7][C@H:6]([NH:9][C:10]([C:12]2[C:16]3[N:17]=[CH:18][N:19]=[C:20]([C:21]4[CH:26]=[C:25]([CH:27]([F:29])[F:28])[CH:24]=[CH:23][C:22]=4[O:30][CH2:31][CH:32]4[CH2:34][CH2:33]4)[C:15]=3[NH:14][C:13]=2[CH3:35])=[O:11])[CH2:5][C@@H:4]1[CH3:36])(=[O:39])[CH3:38]. (3) Given the reactants [NH2:1][C:2]1[N:6]([C:7]2[CH:12]=[CH:11][C:10]([F:13])=[CH:9][CH:8]=2)[N:5]=[CH:4][C:3]=1[CH:14]=O.[C:16]1(=O)[CH2:21][CH2:20][CH2:19][C:18](=[O:22])[CH2:17]1.CC1C=CC(S(O)(=O)=O)=CC=1, predict the reaction product. The product is: [F:13][C:10]1[CH:9]=[CH:8][C:7]([N:6]2[C:2]3=[N:1][C:16]4[CH2:21][CH2:20][CH2:19][C:18](=[O:22])[C:17]=4[CH:14]=[C:3]3[CH:4]=[N:5]2)=[CH:12][CH:11]=1.